This data is from Reaction yield outcomes from USPTO patents with 853,638 reactions. The task is: Predict the reaction yield, written as a fraction of the theoretical maximum amount of product (1.0 means a 100% yield; for example, 0.34 means a 34% yield). (1) The reactants are [CH3:1][O:2][C:3](=[O:12])[C@H:4]([CH2:6][C:7]1[N:11]=[CH:10][NH:9][CH:8]=1)[NH2:5].C([O-])(=O)C.[Na+].O=[CH:19][CH2:20][NH:21][C:22](=[O:28])[O:23][C:24]([CH3:27])([CH3:26])[CH3:25].C([BH3-])#N.[Na+].Cl.C(=O)([O-])[O-].[Na+].[Na+]. The catalyst is CO. The product is [C:24]([O:23][C:22]([NH:21][CH2:20][CH2:19][NH:5][C@@H:4]([CH2:6][C:7]1[N:11]=[CH:10][NH:9][CH:8]=1)[C:3]([O:2][CH3:1])=[O:12])=[O:28])([CH3:27])([CH3:26])[CH3:25]. The yield is 0.790. (2) The reactants are N(C(N1CCCCC1)=O)=NC(N1CCCCC1)=O.[OH:19][C:20]1[CH:21]=[C:22]2[C:26](=[CH:27][CH:28]=1)[NH:25][C:24]([CH2:29][CH:30]([CH2:35][CH2:36][CH3:37])[C:31]([O:33][CH3:34])=[O:32])=[CH:23]2.O[CH2:39][CH2:40][CH2:41][NH:42][C:43]1[CH:48]=[CH:47][CH:46]=[CH:45][N:44]=1.C(P(CCCC)CCCC)CCC. The catalyst is O1CCCC1. The product is [N:44]1[CH:45]=[CH:46][CH:47]=[CH:48][C:43]=1[NH:42][CH2:41][CH2:40][CH2:39][O:19][C:20]1[CH:21]=[C:22]2[C:26](=[CH:27][CH:28]=1)[NH:25][C:24]([CH2:29][CH:30]([CH2:35][CH2:36][CH3:37])[C:31]([O:33][CH3:34])=[O:32])=[CH:23]2. The yield is 0.360. (3) The reactants are C1COCC1.[NH2:6][C:7]1[C:12]2=[C:13]([C:19]3[CH:24]=[CH:23][C:22]([NH:25][C:26]([NH:28][C:29]4[CH:34]=[C:33]([C:35]([F:38])([F:37])[F:36])[CH:32]=[CH:31][C:30]=4[F:39])=[O:27])=[C:21]([F:40])[CH:20]=3)[C:14]([CH2:16][O:17][CH3:18])=[CH:15][N:11]2[N:10]=[CH:9][N:8]=1.[Br:41]N1C(C)(C)C(=O)N(Br)C1=O.[O-]S([O-])=O.[Na+].[Na+]. The catalyst is CCOC(C)=O. The product is [NH2:6][C:7]1[C:12]2=[C:13]([C:19]3[CH:24]=[CH:23][C:22]([NH:25][C:26]([NH:28][C:29]4[CH:34]=[C:33]([C:35]([F:36])([F:37])[F:38])[CH:32]=[CH:31][C:30]=4[F:39])=[O:27])=[C:21]([F:40])[CH:20]=3)[C:14]([CH2:16][O:17][CH3:18])=[C:15]([Br:41])[N:11]2[N:10]=[CH:9][N:8]=1. The yield is 1.07. (4) The reactants are C(=O)([O-])[O-].[Cs+].[Cs+].[CH3:7][C:8]1([CH3:22])[C:12]([CH3:14])([CH3:13])[O:11][B:10]([C:15]2[CH:20]=[CH:19][C:18]([OH:21])=[CH:17][CH:16]=2)[O:9]1.Cl[CH2:24][C:25]1[C:26]([C:33]2[C:38]([Cl:39])=[CH:37][CH:36]=[CH:35][C:34]=2[Cl:40])=[N:27][O:28][C:29]=1[CH:30]([CH3:32])[CH3:31]. The catalyst is CN(C)C=O. The product is [Cl:39][C:38]1[CH:37]=[CH:36][CH:35]=[C:34]([Cl:40])[C:33]=1[C:26]1[C:25]([CH2:24][O:21][C:18]2[CH:19]=[CH:20][C:15]([B:10]3[O:9][C:8]([CH3:22])([CH3:7])[C:12]([CH3:13])([CH3:14])[O:11]3)=[CH:16][CH:17]=2)=[C:29]([CH:30]([CH3:32])[CH3:31])[O:28][N:27]=1. The yield is 0.800. (5) The reactants are C(O[BH-](OC(=O)C)OC(=O)C)(=O)C.[Na+].[C:15]([O:19][C:20](=[O:27])[NH:21][C:22]([CH3:26])([CH3:25])[CH:23]=O)([CH3:18])([CH3:17])[CH3:16].[CH3:28][C:29]1[CH:35]=[CH:34][CH:33]=[CH:32][C:30]=1[NH2:31].C(O)(=O)C.C(=O)(O)[O-].[Na+]. The catalyst is C(Cl)Cl. The product is [C:15]([O:19][C:20](=[O:27])[NH:21][C:22]([CH3:26])([CH3:25])[CH2:23][NH:31][C:30]1[CH:32]=[CH:33][CH:34]=[CH:35][C:29]=1[CH3:28])([CH3:18])([CH3:17])[CH3:16]. The yield is 0.870. (6) The reactants are [Cl:1][C:2]1[N:3]=[C:4](Cl)[C:5]2[C:10]([Cl:11])=[CH:9][N:8]([CH2:12][O:13][CH2:14][CH2:15][Si:16]([CH3:19])([CH3:18])[CH3:17])[C:6]=2[N:7]=1.[NH2:21][C:22]1[CH:31]=[CH:30][CH:29]=[CH:28][C:23]=1[C:24]([NH:26][CH3:27])=[O:25]. The catalyst is CN(C=O)C. The product is [Cl:1][C:2]1[N:3]=[C:4]([NH:21][C:22]2[CH:31]=[CH:30][CH:29]=[CH:28][C:23]=2[C:24]([NH:26][CH3:27])=[O:25])[C:5]2[C:10]([Cl:11])=[CH:9][N:8]([CH2:12][O:13][CH2:14][CH2:15][Si:16]([CH3:19])([CH3:18])[CH3:17])[C:6]=2[N:7]=1. The yield is 0.710. (7) The reactants are [F:1][C:2]1[CH:7]=[C:6]([N:8]2[CH2:12][CH:11]([CH2:13][NH:14][C:15](=[O:17])[CH3:16])[O:10][C:9]2=[O:18])[CH:5]=[CH:4][C:3]=1[C:19]1[CH:24]=[CH:23][C:22]([CH2:25][OH:26])=[CH:21][CH:20]=1.C(N(CC)CC)C.[CH3:34][S:35](Cl)(=[O:37])=[O:36].O. The catalyst is C(Cl)Cl. The product is [C:15]([NH:14][CH2:13][CH:11]1[O:10][C:9](=[O:18])[N:8]([C:6]2[CH:5]=[CH:4][C:3]([C:19]3[CH:24]=[CH:23][C:22]([CH2:25][O:26][S:35]([CH3:34])(=[O:37])=[O:36])=[CH:21][CH:20]=3)=[C:2]([F:1])[CH:7]=2)[CH2:12]1)(=[O:17])[CH3:16]. The yield is 0.780. (8) The reactants are C1(C)C=CC=CC=1.CC1(C)COB([C:15]2[CH:16]=[CH:17][C:18]([N:22]3[CH2:27][CH:26]([CH3:28])[CH2:25][CH:24]([CH3:29])[CH2:23]3)=[C:19]([CH:21]=2)[NH2:20])OC1.Br[C:32]1[CH:37]=[CH:36][CH:35]=[CH:34][C:33]=1[C:38]1[N:39]=[N:40][N:41]([C:43]([C:56]2[CH:61]=[CH:60][CH:59]=[CH:58][CH:57]=2)([C:50]2[CH:55]=[CH:54][CH:53]=[CH:52][CH:51]=2)[C:44]2[CH:49]=[CH:48][CH:47]=[CH:46][CH:45]=2)[N:42]=1.C(=O)([O-])[O-].[Na+].[Na+]. The catalyst is C1C=CC([P]([Pd]([P](C2C=CC=CC=2)(C2C=CC=CC=2)C2C=CC=CC=2)([P](C2C=CC=CC=2)(C2C=CC=CC=2)C2C=CC=CC=2)[P](C2C=CC=CC=2)(C2C=CC=CC=2)C2C=CC=CC=2)(C2C=CC=CC=2)C2C=CC=CC=2)=CC=1.O. The product is [CH3:28][CH:26]1[CH2:25][CH:24]([CH3:29])[CH2:23][N:22]([C:18]2[CH:17]=[CH:16][C:15]([C:32]3[CH:37]=[CH:36][CH:35]=[CH:34][C:33]=3[C:38]3[N:39]=[N:40][N:41]([C:43]([C:56]4[CH:57]=[CH:58][CH:59]=[CH:60][CH:61]=4)([C:50]4[CH:51]=[CH:52][CH:53]=[CH:54][CH:55]=4)[C:44]4[CH:49]=[CH:48][CH:47]=[CH:46][CH:45]=4)[N:42]=3)=[CH:21][C:19]=2[NH2:20])[CH2:27]1. The yield is 0.650. (9) The reactants are Br[C:2]1[CH:20]=[CH:19][C:5]([CH2:6][NH:7][C:8]([C:10]2[CH:18]=[C:13]3[CH2:14][CH2:15][CH2:16][CH2:17][N:12]3[N:11]=2)=[O:9])=[C:4]([F:21])[CH:3]=1.[CH3:22][C:23]1([CH3:39])[C:27]([CH3:29])([CH3:28])[O:26][B:25]([B:25]2[O:26][C:27]([CH3:29])([CH3:28])[C:23]([CH3:39])([CH3:22])[O:24]2)[O:24]1.C([O-])(=O)C.[K+]. The catalyst is CN1C(=O)CCC1.C(OCC)(=O)C.C1C=CC(P(C2C=CC=CC=2)[C-]2C=CC=C2)=CC=1.C1C=CC(P(C2C=CC=CC=2)[C-]2C=CC=C2)=CC=1.Cl[Pd]Cl.[Fe+2].C(Cl)Cl. The product is [F:21][C:4]1[CH:3]=[C:2]([B:25]2[O:26][C:27]([CH3:29])([CH3:28])[C:23]([CH3:39])([CH3:22])[O:24]2)[CH:20]=[CH:19][C:5]=1[CH2:6][NH:7][C:8]([C:10]1[CH:18]=[C:13]2[CH2:14][CH2:15][CH2:16][CH2:17][N:12]2[N:11]=1)=[O:9]. The yield is 0.370. (10) The reactants are [CH2:1]([O:23][C:24]1[CH:25]=[C:26]([CH:29]=[C:30]([O:32][CH2:33][CH2:34][CH2:35][CH2:36][CH2:37][CH2:38][CH2:39][CH2:40][CH2:41][CH2:42][CH2:43][CH2:44][CH2:45][CH2:46][CH2:47][CH2:48][CH2:49][CH2:50][CH2:51][CH2:52][CH2:53][CH3:54])[CH:31]=1)[CH2:27]O)[CH2:2][CH2:3][CH2:4][CH2:5][CH2:6][CH2:7][CH2:8][CH2:9][CH2:10][CH2:11][CH2:12][CH2:13][CH2:14][CH2:15][CH2:16][CH2:17][CH2:18][CH2:19][CH2:20][CH2:21][CH3:22].S(Cl)([Cl:57])=O.CN(C=O)C. The catalyst is C(Cl)(Cl)Cl. The product is [CH2:1]([O:23][C:24]1[CH:25]=[C:26]([CH:29]=[C:30]([O:32][CH2:33][CH2:34][CH2:35][CH2:36][CH2:37][CH2:38][CH2:39][CH2:40][CH2:41][CH2:42][CH2:43][CH2:44][CH2:45][CH2:46][CH2:47][CH2:48][CH2:49][CH2:50][CH2:51][CH2:52][CH2:53][CH3:54])[CH:31]=1)[CH2:27][Cl:57])[CH2:2][CH2:3][CH2:4][CH2:5][CH2:6][CH2:7][CH2:8][CH2:9][CH2:10][CH2:11][CH2:12][CH2:13][CH2:14][CH2:15][CH2:16][CH2:17][CH2:18][CH2:19][CH2:20][CH2:21][CH3:22]. The yield is 0.990.